This data is from NCI-60 drug combinations with 297,098 pairs across 59 cell lines. The task is: Regression. Given two drug SMILES strings and cell line genomic features, predict the synergy score measuring deviation from expected non-interaction effect. (1) Drug 1: COC1=NC(=NC2=C1N=CN2C3C(C(C(O3)CO)O)O)N. Drug 2: CC1=C(C(=O)C2=C(C1=O)N3CC4C(C3(C2COC(=O)N)OC)N4)N. Cell line: EKVX. Synergy scores: CSS=7.87, Synergy_ZIP=-1.65, Synergy_Bliss=-0.983, Synergy_Loewe=-4.41, Synergy_HSA=0.599. (2) Drug 1: CC1CCC2CC(C(=CC=CC=CC(CC(C(=O)C(C(C(=CC(C(=O)CC(OC(=O)C3CCCCN3C(=O)C(=O)C1(O2)O)C(C)CC4CCC(C(C4)OC)OCCO)C)C)O)OC)C)C)C)OC. Drug 2: C1CN(P(=O)(OC1)NCCCl)CCCl. Cell line: ACHN. Synergy scores: CSS=-3.35, Synergy_ZIP=-2.20, Synergy_Bliss=-0.933, Synergy_Loewe=-19.4, Synergy_HSA=-4.95.